Dataset: Reaction yield outcomes from USPTO patents with 853,638 reactions. Task: Predict the reaction yield, written as a fraction of the theoretical maximum amount of product (1.0 means a 100% yield; for example, 0.34 means a 34% yield). (1) The reactants are [NH2:1][C:2]1[N:6]([CH2:7][CH:8]([OH:15])[C:9]2[CH:14]=[CH:13][CH:12]=[CH:11][CH:10]=2)[N:5]=[CH:4][C:3]=1[C:16]([OH:18])=O.[CH:19]([NH2:21])=O. The catalyst is O. The product is [OH:15][CH:8]([C:9]1[CH:10]=[CH:11][CH:12]=[CH:13][CH:14]=1)[CH2:7][N:6]1[C:2]2[N:1]=[CH:19][NH:21][C:16](=[O:18])[C:3]=2[CH:4]=[N:5]1. The yield is 0.700. (2) The reactants are [C:1]([O:5][C:6]([N:8]1[CH2:13][CH2:12][CH2:11][CH:10]([CH2:14][NH2:15])[CH2:9]1)=[O:7])([CH3:4])([CH3:3])[CH3:2].C1([O:22][C:23](=O)[NH:24][C:25]2[CH:30]=[CH:29][CH:28]=[C:27]([C:31]3[N:35]([CH3:36])[N:34]=[N:33][N:32]=3)[CH:26]=2)C=CC=CC=1.C(N(CC)CC)C. The catalyst is CN(C)C=O. The product is [C:1]([O:5][C:6]([N:8]1[CH2:13][CH2:12][CH2:11][CH:10]([CH2:14][NH:15][C:23]([NH:24][C:25]2[CH:30]=[CH:29][CH:28]=[C:27]([C:31]3[N:35]([CH3:36])[N:34]=[N:33][N:32]=3)[CH:26]=2)=[O:22])[CH2:9]1)=[O:7])([CH3:4])([CH3:3])[CH3:2]. The yield is 0.900.